The task is: Predict which catalyst facilitates the given reaction.. This data is from Catalyst prediction with 721,799 reactions and 888 catalyst types from USPTO. (1) Reactant: [F:1][C:2]1[CH:10]=[CH:9][CH:8]=[C:7]2[C:3]=1[CH2:4][CH2:5][N:6]2[C:11](=[O:13])[CH3:12].FC1C=CC=C2C=1C=CN2.OS(O)(=O)=O.[N+:29]([O-])([OH:31])=[O:30]. Product: [F:1][C:2]1[C:10]([N+:29]([O-:31])=[O:30])=[CH:9][CH:8]=[C:7]2[C:3]=1[CH2:4][CH2:5][N:6]2[C:11](=[O:13])[CH3:12]. The catalyst class is: 15. (2) Reactant: N#N.[CH3:3][C:4]1([CH2:9][CH2:10][CH2:11][CH2:12][N:13]2[CH:17]=[CH:16][C:15]([N+:18]([O-])=O)=[N:14]2)[O:8][CH2:7][CH2:6][O:5]1.[NH4+].[Cl-]. Product: [CH3:3][C:4]1([CH2:9][CH2:10][CH2:11][CH2:12][N:13]2[CH:17]=[CH:16][C:15]([NH2:18])=[N:14]2)[O:8][CH2:7][CH2:6][O:5]1. The catalyst class is: 314. (3) Reactant: Cl.Cl[CH2:3][C:4]1[C:5]([NH:16][CH2:17][CH2:18][NH:19][C:20](=[O:22])[CH3:21])=[N:6][C:7]2[C:12]([CH:13]=1)=[CH:11][C:10]([O:14][CH3:15])=[CH:9][CH:8]=2.[CH3:23][O:24][C:25]1[CH:26]=[C:27]2[C:32](=[CH:33][C:34]=1[O:35][CH3:36])[C:31]([CH3:37])=[N:30][C:29]([OH:38])=[CH:28]2.[Li+].[OH-]. Product: [OH:38][C:29]1[N:30]=[C:31]([CH3:37])[C:32]2[C:27]([C:28]=1[CH2:3][C:4]1[C:5]([NH:16][CH2:17][CH2:18][NH:19][C:20](=[O:22])[CH3:21])=[N:6][C:7]3[C:12]([CH:13]=1)=[CH:11][C:10]([O:14][CH3:15])=[CH:9][CH:8]=3)=[CH:26][C:25]([O:24][CH3:23])=[C:34]([O:35][CH3:36])[CH:33]=2. The catalyst class is: 76. (4) Reactant: [C:1]([NH:4][CH:5]([CH2:11][C:12]1[CH:13]=[N:14][CH:15]=[CH:16][CH:17]=1)[C:6]([O:8][CH2:9][CH3:10])=[O:7])(=[O:3])[CH3:2].[Cl-].[K+].C(#N)C.[OH-].[K+]. Product: [C:1]([NH:4][C@H:5]([CH2:11][C:12]1[CH:13]=[N:14][CH:15]=[CH:16][CH:17]=1)[C:6]([O:8][CH2:9][CH3:10])=[O:7])(=[O:3])[CH3:2]. The catalyst class is: 69.